Task: Predict which catalyst facilitates the given reaction.. Dataset: Catalyst prediction with 721,799 reactions and 888 catalyst types from USPTO (1) Reactant: C[O:2][C:3]([C:5]1[CH:6]=[N:7][C:8]([C:11]2[CH:16]=[CH:15][CH:14]=[C:13]([O:17][CH3:18])[CH:12]=2)=[N:9][CH:10]=1)=[O:4].O.[OH-].[Li+].CO.O. Product: [CH3:18][O:17][C:13]1[CH:12]=[C:11]([C:8]2[N:9]=[CH:10][C:5]([C:3]([OH:4])=[O:2])=[CH:6][N:7]=2)[CH:16]=[CH:15][CH:14]=1. The catalyst class is: 1. (2) Reactant: [CH3:1][O:2][C:3](=[O:21])[CH2:4][CH2:5][C:6]1[CH:11]=[C:10]([C:12]([CH3:15])([CH3:14])[CH3:13])[C:9]([OH:16])=[C:8]([C:17]([CH3:20])([CH3:19])[CH3:18])[CH:7]=1.[CH2:22](O)[CH2:23][CH2:24][CH2:25][CH2:26][CH2:27][CH2:28][CH2:29][CH2:30][CH2:31][CH2:32][CH2:33][CH2:34][CH2:35][CH2:36][CH2:37][CH2:38]C.C([O-])(=O)C.[Li+]. Product: [CH2:1]([O:2][C:3](=[O:21])[CH2:4][CH2:5][C:6]1[CH:7]=[C:8]([C:17]([CH3:20])([CH3:19])[CH3:18])[C:9]([OH:16])=[C:10]([C:12]([CH3:14])([CH3:13])[CH3:15])[CH:11]=1)[CH2:38][CH2:37][CH2:36][CH2:35][CH2:34][CH2:33][CH2:32][CH2:31][CH2:30][CH2:29][CH2:28][CH2:27][CH2:26][CH2:25][CH2:24][CH2:23][CH3:22]. The catalyst class is: 5. (3) Reactant: [Cl:1][C:2]1[CH:7]=[CH:6][C:5]([C:8]2[CH:13]=[CH:12][N:11]3[C:14](=[O:17])[NH:15][N:16]=[C:10]3[C:9]=2[C:18]2[CH:23]=[CH:22][N:21]=[CH:20][CH:19]=2)=[CH:4][CH:3]=1.O[CH2:25][C:26]1[C:27]([CH3:37])=[N+:28]([O-:36])[C:29]([C:32]([F:35])([F:34])[F:33])=[CH:30][CH:31]=1.C1C=CC(P(C2C=CC=CC=2)C2C=CC=CC=2)=CC=1.CCOC(/N=N/C(OCC)=O)=O.C1(C)C=CC=CC=1. Product: [Cl:1][C:2]1[CH:7]=[CH:6][C:5]([C:8]2[CH:13]=[CH:12][N:11]3[C:14](=[O:17])[N:15]([CH2:25][C:26]4[C:27]([CH3:37])=[N+:28]([O-:36])[C:29]([C:32]([F:35])([F:33])[F:34])=[CH:30][CH:31]=4)[N:16]=[C:10]3[C:9]=2[C:18]2[CH:19]=[CH:20][N:21]=[CH:22][CH:23]=2)=[CH:4][CH:3]=1. The catalyst class is: 49. (4) Reactant: [F:1][C:2]1[CH:7]=[CH:6][CH:5]=[C:4]([F:8])[C:3]=1[CH2:9][C:10]([OH:12])=[O:11].Br[CH:14]([CH3:23])[C:15]([C:17]1[CH:22]=[CH:21][CH:20]=[CH:19][CH:18]=1)=[O:16].C(N(CC)CC)C. Product: [F:1][C:2]1[CH:7]=[CH:6][CH:5]=[C:4]([F:8])[C:3]=1[CH2:9][C:10]([O:12][CH:14]([C:15](=[O:16])[C:17]1[CH:22]=[CH:21][CH:20]=[CH:19][CH:18]=1)[CH3:23])=[O:11]. The catalyst class is: 10. (5) Reactant: O1CCCC1.[Cl:6][C:7]1[CH:8]=[C:9]([NH:20][CH:21]2[CH2:26][CH2:25][N:24]([C:27]([O:29][C:30]([CH3:33])([CH3:32])[CH3:31])=[O:28])[CH2:23][CH2:22]2)[C:10]([CH2:13][CH2:14][C:15]([O:17]CC)=O)=[N:11][CH:12]=1.CC(C)([O-])C.[K+]. Product: [Cl:6][C:7]1[CH:8]=[C:9]2[C:10]([CH2:13][CH2:14][C:15](=[O:17])[N:20]2[CH:21]2[CH2:22][CH2:23][N:24]([C:27]([O:29][C:30]([CH3:32])([CH3:33])[CH3:31])=[O:28])[CH2:25][CH2:26]2)=[N:11][CH:12]=1. The catalyst class is: 6.